Dataset: Full USPTO retrosynthesis dataset with 1.9M reactions from patents (1976-2016). Task: Predict the reactants needed to synthesize the given product. (1) Given the product [CH3:15][N:17]1[C:21]2[C:22]([NH:26][C:27](=[O:29])[CH3:28])=[CH:23][CH:24]=[CH:25][C:20]=2[N:19]=[C:18]1[CH2:30][C:2]([F:14])([F:13])[F:1], predict the reactants needed to synthesize it. The reactants are: [F:1][C:2]([F:14])([F:13])CNC1C=CC=C(N)C=1N.[CH2:15]([N:17]1[C:21]2[C:22]([NH:26][C:27](=[O:29])[CH3:28])=[CH:23][CH:24]=[CH:25][C:20]=2[N:19]=[C:18]1[CH3:30])C. (2) Given the product [OH:8][C:6]1[CH:7]=[C:2]2[C:3]([C:9](=[O:21])[C:10]([C:11]3[CH:16]=[CH:15][C:14]([OH:17])=[C:13]([N+:18]([O-:20])=[O:19])[CH:12]=3)=[C:22]([C:24]([F:27])([F:26])[F:25])[O:1]2)=[CH:4][CH:5]=1, predict the reactants needed to synthesize it. The reactants are: [OH:1][C:2]1[CH:7]=[C:6]([OH:8])[CH:5]=[CH:4][C:3]=1[C:9](=[O:21])[CH2:10][C:11]1[CH:16]=[CH:15][C:14]([OH:17])=[C:13]([N+:18]([O-:20])=[O:19])[CH:12]=1.[C:22](O[C:22]([C:24]([F:27])([F:26])[F:25])=O)([C:24]([F:27])([F:26])[F:25])=O.